From a dataset of Catalyst prediction with 721,799 reactions and 888 catalyst types from USPTO. Predict which catalyst facilitates the given reaction. (1) Product: [CH2:1]([O:8][C:9]([C:10]1[CH:15]=[C:14]([C:41]2[CH:42]=[C:37]([CH:34]([CH3:36])[CH3:35])[CH:38]=[CH:39][C:40]=2[O:46][CH3:47])[C:13]([O:17][CH2:18][C:19]2[CH:24]=[CH:23][CH:22]=[CH:21][CH:20]=2)=[CH:12][C:11]=1[O:25][CH2:26][C:27]1[CH:32]=[CH:31][CH:30]=[CH:29][CH:28]=1)=[O:33])[C:2]1[CH:7]=[CH:6][CH:5]=[CH:4][CH:3]=1. The catalyst class is: 109. Reactant: [CH2:1]([O:8][C:9](=[O:33])[C:10]1[CH:15]=[C:14](Br)[C:13]([O:17][CH2:18][C:19]2[CH:24]=[CH:23][CH:22]=[CH:21][CH:20]=2)=[CH:12][C:11]=1[O:25][CH2:26][C:27]1[CH:32]=[CH:31][CH:30]=[CH:29][CH:28]=1)[C:2]1[CH:7]=[CH:6][CH:5]=[CH:4][CH:3]=1.[CH:34]([C:37]1[CH:38]=[CH:39][C:40]([O:46][CH3:47])=[C:41](B(O)O)[CH:42]=1)([CH3:36])[CH3:35].C(O)C.C([O-])(O)=O.[Na+]. (2) Reactant: [C:1]([NH:5][C:6]1[CH:11]=[C:10]([C:12]2[CH:17]=[CH:16][CH:15]=[CH:14][CH:13]=2)[N:9]=[C:8]([NH:18][C:19]2[CH:24]=[CH:23][C:22]([C:25]3([CH2:29]OS(C)(=O)=O)[CH2:28][CH2:27][CH2:26]3)=[CH:21][CH:20]=2)[N:7]=1)([CH3:4])([CH3:3])[CH3:2].[H-].[Al+3].[Li+].[H-].[H-].[H-]. Product: [C:1]([NH:5][C:6]1[CH:11]=[C:10]([C:12]2[CH:17]=[CH:16][CH:15]=[CH:14][CH:13]=2)[N:9]=[C:8]([NH:18][C:19]2[CH:24]=[CH:23][C:22]([C:25]3([CH3:29])[CH2:28][CH2:27][CH2:26]3)=[CH:21][CH:20]=2)[N:7]=1)([CH3:4])([CH3:2])[CH3:3]. The catalyst class is: 1. (3) Reactant: [N:1]1([C:6]([C:8]2[CH:9]=[C:10]([C@@H:14]3[CH2:16][C@H:15]3[NH:17]C(=O)OC(C)(C)C)[CH:11]=[CH:12][CH:13]=2)=[O:7])[CH2:5][CH2:4][CH2:3][CH2:2]1.[ClH:25].C(OCC)(=O)C. Product: [ClH:25].[NH2:17][C@@H:15]1[CH2:16][C@H:14]1[C:10]1[CH:9]=[C:8]([C:6]([N:1]2[CH2:2][CH2:3][CH2:4][CH2:5]2)=[O:7])[CH:13]=[CH:12][CH:11]=1. The catalyst class is: 36. (4) Product: [CH:1]1([CH2:7][CH2:8][CH2:9][NH:11][CH3:12])[CH2:6][CH2:5][CH:4]=[CH:3][CH2:2]1. The catalyst class is: 7. Reactant: [CH:1]1([CH2:7][CH2:8][C:9]([NH:11][CH3:12])=O)[CH2:6][CH2:5][CH:4]=[CH:3][CH2:2]1.[H-].[Al+3].[Li+].[H-].[H-].[H-]. (5) Reactant: [C:1]([O:5][C:6]([N:8]([C:40]1[N:41]=[CH:42][S:43][CH:44]=1)[S:9]([C:12]1[C:37]([F:38])=[CH:36][C:15]([O:16][C:17]2[CH:22]=[CH:21][C:20]([Cl:23])=[CH:19][C:18]=2[CH2:24][CH2:25][CH2:26][N:27]([CH2:31][C:32]([O:34]C)=[O:33])[C:28](=[O:30])[CH3:29])=[C:14]([Cl:39])[CH:13]=1)(=[O:11])=[O:10])=[O:7])([CH3:4])([CH3:3])[CH3:2].O.[OH-].[Li+].Cl. Product: [C:1]([O:5][C:6]([N:8]([C:40]1[N:41]=[CH:42][S:43][CH:44]=1)[S:9]([C:12]1[C:37]([F:38])=[CH:36][C:15]([O:16][C:17]2[CH:22]=[CH:21][C:20]([Cl:23])=[CH:19][C:18]=2[CH2:24][CH2:25][CH2:26][N:27]([CH2:31][C:32]([OH:34])=[O:33])[C:28](=[O:30])[CH3:29])=[C:14]([Cl:39])[CH:13]=1)(=[O:11])=[O:10])=[O:7])([CH3:2])([CH3:3])[CH3:4]. The catalyst class is: 20. (6) Reactant: [CH3:1][O:2][C:3]1[CH:4]=[C:5]([CH2:9][CH2:10][NH2:11])[CH:6]=[CH:7][CH:8]=1.[CH3:12][C:13]1[CH:20]=[C:19]([CH3:21])[CH:18]=[CH:17][C:14]=1[CH:15]=O.P(=O)(O)(O)O. Product: [CH3:12][C:13]1[CH:20]=[C:19]([CH3:21])[CH:18]=[CH:17][C:14]=1[CH:15]1[C:6]2[C:5](=[CH:4][C:3]([O:2][CH3:1])=[CH:8][CH:7]=2)[CH2:9][CH2:10][NH:11]1. The catalyst class is: 6.